Dataset: Full USPTO retrosynthesis dataset with 1.9M reactions from patents (1976-2016). Task: Predict the reactants needed to synthesize the given product. (1) The reactants are: [C:1]([Br:4])(=O)[CH3:2].[N+](C1C=[C:12]([CH2:14][C:15]([F:18])([F:17])[F:16])[N+:11]([O-:19])=[C:10]([CH2:20][C:21]([F:24])([F:23])[F:22])[CH:9]=1)([O-])=O.[OH-].[Na+]. Given the product [Br:4][C:1]1[CH:9]=[C:10]([CH2:20][C:21]([F:22])([F:23])[F:24])[N+:11]([O-:19])=[C:12]([CH2:14][C:15]([F:16])([F:17])[F:18])[CH:2]=1, predict the reactants needed to synthesize it. (2) Given the product [CH2:21]([N:10]1[CH2:11][C@:12]([C:14]2[CH:15]=[CH:16][C:17]([Cl:20])=[CH:18][CH:19]=2)([CH3:13])[C@H:8]([NH:7][CH3:6])[CH2:9]1)[C:22]1[CH:23]=[CH:24][CH:25]=[CH:26][CH:27]=1, predict the reactants needed to synthesize it. The reactants are: C(O[C:6](=O)[NH:7][C@H:8]1[C@@:12]([C:14]2[CH:19]=[CH:18][C:17]([Cl:20])=[CH:16][CH:15]=2)([CH3:13])[CH2:11][N:10]([CH2:21][C:22]2[CH:27]=[CH:26][CH:25]=[CH:24][CH:23]=2)[CH2:9]1)(C)(C)C.CC(C)([O-])C.[K+].S(OC)(OC)(=O)=O.[OH-].[Na+].C(O)(C(F)(F)F)=O. (3) Given the product [CH3:8][N:9]([CH2:10][CH2:11][CH2:12][OH:13])[C:2]1[CH:7]=[CH:6][N:5]=[CH:4][CH:3]=1, predict the reactants needed to synthesize it. The reactants are: Cl[C:2]1[CH:7]=[CH:6][N:5]=[CH:4][CH:3]=1.[CH3:8][NH:9][CH2:10][CH2:11][CH2:12][OH:13]. (4) Given the product [NH2:61][C:62]1[N:67]=[CH:66][N:65]=[C:64]2[N:68]([C:72]3[C:77]([C:78]#[N:79])=[CH:76][CH:75]=[CH:74][N:73]=3)[N:69]=[C:70]([C:49]3[CH:48]=[CH:47][C:46]([NH:45][C:37]4[O:36][C:40]5[CH:41]=[CH:42][CH:43]=[CH:44][C:39]=5[N:38]=4)=[CH:51][CH:50]=3)[C:63]=12, predict the reactants needed to synthesize it. The reactants are: NC1N=CN=C2N(CC(OCC)=O)N=C(C3C=CC(NS(C4C=CC=C(Cl)C=4Cl)(=O)=O)=C(F)C=3)C=12.[O:36]1[C:40]2[CH:41]=[CH:42][CH:43]=[CH:44][C:39]=2[N:38]=[C:37]1[NH:45][C:46]1[CH:51]=[CH:50][C:49](B2OC(C)(C)C(C)(C)O2)=[CH:48][CH:47]=1.[NH2:61][C:62]1[N:67]=[CH:66][N:65]=[C:64]2[N:68]([C:72]3[C:77]([C:78]#[N:79])=[CH:76][CH:75]=[CH:74][N:73]=3)[N:69]=[C:70](I)[C:63]=12.